From a dataset of Reaction yield outcomes from USPTO patents with 853,638 reactions. Predict the reaction yield, written as a fraction of the theoretical maximum amount of product (1.0 means a 100% yield; for example, 0.34 means a 34% yield). The reactants are C([O:4][CH2:5][C:6]([NH:8][CH2:9][CH2:10][N:11]([C:13]([C:15]1[S:27][C:26]2[C:25]3[CH:24]=[CH:23][CH:22]=[CH:21][C:20]=3[N:19]([CH2:28][C:29](=[O:36])[C:30]3[CH:35]=[CH:34][CH:33]=[CH:32][CH:31]=3)[C:18](=[O:37])[C:17]=2[C:16]=1[O:38][CH3:39])=[O:14])[CH3:12])=[O:7])(=O)C.[OH-].[Na+].CO. The catalyst is C1COCC1.C(=O)([O-])O.[Na+]. The product is [OH:4][CH2:5][C:6]([NH:8][CH2:9][CH2:10][N:11]([CH3:12])[C:13]([C:15]1[S:27][C:26]2[C:25]3[CH:24]=[CH:23][CH:22]=[CH:21][C:20]=3[N:19]([CH2:28][C:29](=[O:36])[C:30]3[CH:35]=[CH:34][CH:33]=[CH:32][CH:31]=3)[C:18](=[O:37])[C:17]=2[C:16]=1[O:38][CH3:39])=[O:14])=[O:7]. The yield is 0.580.